Dataset: Full USPTO retrosynthesis dataset with 1.9M reactions from patents (1976-2016). Task: Predict the reactants needed to synthesize the given product. (1) Given the product [CH2:1]([C@:3]1([OH:28])[C:25]2[CH:24]=[C:23]3[N:10]([CH2:11][C:12]4[C:13]3=[N:14][C:15]3[CH:16]=[C:17]([F:22])[CH:18]=[CH:19][C:20]=3[C:21]=4[CH2:32][CH2:31][C:30]([F:36])([F:35])[F:29])[C:9](=[O:26])[C:8]=2[CH2:7][O:6][C:5](=[O:27])[CH2:4]1)[CH3:2], predict the reactants needed to synthesize it. The reactants are: [CH2:1]([C@:3]1([OH:28])[C:25]2[CH:24]=[C:23]3[N:10]([CH2:11][C:12]4[C:13]3=[N:14][C:15]3[CH:16]=[C:17]([F:22])[CH:18]=[CH:19][C:20]=3[CH:21]=4)[C:9](=[O:26])[C:8]=2[CH2:7][O:6][C:5](=[O:27])[CH2:4]1)[CH3:2].[F:29][C:30]([F:36])([F:35])[CH2:31][CH2:32]C=O. (2) Given the product [CH3:1][N:2]1[C:6]([O:7][C:8]2[CH:13]=[CH:12][CH:11]=[C:10]([CH2:14][NH:15][CH:20]=[O:21])[N:9]=2)=[CH:5][C:4]([C:16]([F:19])([F:17])[F:18])=[N:3]1, predict the reactants needed to synthesize it. The reactants are: [CH3:1][N:2]1[C:6]([O:7][C:8]2[CH:13]=[CH:12][CH:11]=[C:10]([CH2:14][NH2:15])[N:9]=2)=[CH:5][C:4]([C:16]([F:19])([F:18])[F:17])=[N:3]1.[CH:20](OCC)=[O:21]. (3) Given the product [N:15]([C@H:2]([C@:7]([O:11][CH2:12][O:13][CH3:14])([CH2:9][Br:10])[OH:8])[C:3]([O:5][CH3:6])=[O:4])=[N+:16]=[N-:17], predict the reactants needed to synthesize it. The reactants are: Br[C@@H:2]([C@:7]([O:11][CH2:12][O:13][CH3:14])([CH2:9][Br:10])[OH:8])[C:3]([O:5][CH3:6])=[O:4].[N-:15]=[N+:16]=[N-:17].[Na+]. (4) Given the product [CH2:20]([C:24]1[CH:25]=[CH:26][C:27]([O:30][CH2:15][CH2:14][O:13][C:10]2[CH:9]=[CH:8][C:7]([CH2:6][C@H:5]([O:17][CH3:18])[C:4]([OH:3])=[O:19])=[CH:12][CH:11]=2)=[CH:28][CH:29]=1)[CH2:21][CH2:22][CH3:23], predict the reactants needed to synthesize it. The reactants are: C([O:3][C:4](=[O:19])[C@@H:5]([O:17][CH3:18])[CH2:6][C:7]1[CH:12]=[CH:11][C:10]([O:13][CH2:14][CH2:15]Br)=[CH:9][CH:8]=1)C.[CH2:20]([C:24]1[CH:29]=[CH:28][C:27]([OH:30])=[CH:26][CH:25]=1)[CH2:21][CH2:22][CH3:23].CO[C@@H](CC1C=CC(OCCCOC2C=CC=CC=2)=CC=1)C(O)=O. (5) Given the product [Cl:1][C:2]1[CH:3]=[C:4]([N:10]([CH2:23][C:22]2[CH:25]=[CH:26][C:19]([O:18][CH3:17])=[CH:20][CH:21]=2)[C:11](=[O:16])[CH2:12][CH2:13][CH2:14][CH3:15])[CH:5]=[C:6]([C:8]#[N:9])[CH:7]=1, predict the reactants needed to synthesize it. The reactants are: [Cl:1][C:2]1[CH:3]=[C:4]([NH:10][C:11](=[O:16])[CH2:12][CH2:13][CH2:14][CH3:15])[CH:5]=[C:6]([C:8]#[N:9])[CH:7]=1.[CH3:17][O:18][C:19]1[CH:26]=[CH:25][C:22]([CH2:23]Br)=[CH:21][CH:20]=1. (6) The reactants are: [CH3:1][C:2]1[S:3][CH:4]=[CH:5][C:6]=1Br.[F:8][C:9]([F:20])([F:19])[C:10]1[CH:15]=[CH:14][C:13](B(O)O)=[CH:12][CH:11]=1.C([O-])([O-])=O.[K+].[K+].C(O)CO. Given the product [CH3:1][C:2]1[S:3][CH:4]=[CH:5][C:6]=1[C:13]1[CH:14]=[CH:15][C:10]([C:9]([F:20])([F:19])[F:8])=[CH:11][CH:12]=1, predict the reactants needed to synthesize it.